This data is from Forward reaction prediction with 1.9M reactions from USPTO patents (1976-2016). The task is: Predict the product of the given reaction. Given the reactants C([O:4][C:5]([C:7]1[C:12]([C:13]([N:15]2[CH2:20][CH2:19][N:18]([CH2:21][C:22]3[CH:27]=[CH:26][C:25]([F:28])=[CH:24][CH:23]=3)[C:17](=[O:29])[CH2:16]2)=[O:14])=[CH:11][CH:10]=[CH:9][N:8]=1)=O)(C)C.C[O-].[Na+], predict the reaction product. The product is: [F:28][C:25]1[CH:26]=[CH:27][C:22]([CH2:21][N:18]2[C:17](=[O:29])[C:16]3[N:15]([C:13](=[O:14])[C:12]4[CH:11]=[CH:10][CH:9]=[N:8][C:7]=4[C:5]=3[OH:4])[CH2:20][CH2:19]2)=[CH:23][CH:24]=1.